Dataset: Full USPTO retrosynthesis dataset with 1.9M reactions from patents (1976-2016). Task: Predict the reactants needed to synthesize the given product. (1) Given the product [CH3:3][C:2]([CH3:5])([CH3:4])[C:1]([O:7][CH2:8][N:9]1[C:18](=[O:19])[C:17]2[C:12](=[CH:13][CH:14]=[C:15]([O:20][CH:41]3[CH2:46][CH2:45][N:44]([C:47]([O:49][C:50]([CH3:53])([CH3:52])[CH3:51])=[O:48])[CH2:43][CH2:42]3)[CH:16]=2)[N:11]=[CH:10]1)=[O:6], predict the reactants needed to synthesize it. The reactants are: [C:1]([O:7][CH2:8][N:9]1[C:18](=[O:19])[C:17]2[C:12](=[CH:13][CH:14]=[C:15]([OH:20])[CH:16]=2)[N:11]=[CH:10]1)(=[O:6])[C:2]([CH3:5])([CH3:4])[CH3:3].C1(P(C2C=CC=CC=2)C2C=CC=CC=2)C=CC=CC=1.O[CH:41]1[CH2:46][CH2:45][N:44]([C:47]([O:49][C:50]([CH3:53])([CH3:52])[CH3:51])=[O:48])[CH2:43][CH2:42]1. (2) Given the product [F:1][C:2]1[CH:27]=[CH:26][CH:25]=[C:24]([F:28])[C:3]=1[C:4]([NH:6][C:7]1[C:8]([C:12]2[NH:16][C:15]3[CH:17]=[CH:18][C:19]([C:21]([N:33]4[CH2:34][CH2:35][N:30]([CH3:29])[CH2:31][CH2:32]4)=[O:23])=[CH:20][C:14]=3[N:13]=2)=[N:9][NH:10][CH:11]=1)=[O:5], predict the reactants needed to synthesize it. The reactants are: [F:1][C:2]1[CH:27]=[CH:26][CH:25]=[C:24]([F:28])[C:3]=1[C:4]([NH:6][C:7]1[C:8]([C:12]2[NH:16][C:15]3[CH:17]=[CH:18][C:19]([C:21]([OH:23])=O)=[CH:20][C:14]=3[N:13]=2)=[N:9][NH:10][CH:11]=1)=[O:5].[CH3:29][N:30]1[CH2:35][CH2:34][NH:33][CH2:32][CH2:31]1.C(Cl)CCl.C1C=CC2N(O)N=NC=2C=1. (3) Given the product [F:15][C:16]1[CH:22]=[CH:21][C:19]([NH:20][CH:2]2[CH2:7][CH2:6][N:5]([C:8]([O:10][C:11]([CH3:14])([CH3:13])[CH3:12])=[O:9])[CH2:4][CH2:3]2)=[CH:18][C:17]=1[O:23][CH3:24], predict the reactants needed to synthesize it. The reactants are: O=[C:2]1[CH2:7][CH2:6][N:5]([C:8]([O:10][C:11]([CH3:14])([CH3:13])[CH3:12])=[O:9])[CH2:4][CH2:3]1.[F:15][C:16]1[CH:22]=[CH:21][C:19]([NH2:20])=[CH:18][C:17]=1[O:23][CH3:24].C(O[BH-](OC(=O)C)OC(=O)C)(=O)C.[Na+]. (4) Given the product [CH3:34][N:35]1[C:15](=[O:17])[C:14]2[CH:13]=[N:12][C:11]([NH:20][C:21]3[CH:22]=[CH:23][C:24]([N:27]4[CH2:28][CH2:29][N:30]([CH3:33])[CH2:31][CH2:32]4)=[CH:25][CH:26]=3)=[N:10][C:9]=2[C:1]([C:2]2[CH:3]=[CH:4][CH:5]=[CH:6][CH:7]=2)=[N:36]1, predict the reactants needed to synthesize it. The reactants are: [C:1]([C:9]1[C:14]([C:15]([O:17]CC)=O)=[CH:13][N:12]=[C:11]([NH:20][C:21]2[CH:26]=[CH:25][C:24]([N:27]3[CH2:32][CH2:31][N:30]([CH3:33])[CH2:29][CH2:28]3)=[CH:23][CH:22]=2)[N:10]=1)(=O)[C:2]1[CH:7]=[CH:6][CH:5]=[CH:4][CH:3]=1.[CH3:34][NH:35][NH2:36].